Dataset: Full USPTO retrosynthesis dataset with 1.9M reactions from patents (1976-2016). Task: Predict the reactants needed to synthesize the given product. (1) Given the product [Cl:1][C:2]1[CH:10]=[C:9]([F:11])[C:8]2[N:7]([CH2:28][CH2:27][C:24]3[CH:23]=[N:22][C:21]([C:20]([F:30])([F:19])[F:29])=[CH:26][CH:25]=3)[C:6]3[CH2:12][CH2:13][N:14]([CH3:16])[CH2:15][C:5]=3[C:4]=2[CH:3]=1, predict the reactants needed to synthesize it. The reactants are: [Cl:1][C:2]1[CH:10]=[C:9]([F:11])[C:8]2[NH:7][C:6]3[CH2:12][CH2:13][N:14]([CH3:16])[CH2:15][C:5]=3[C:4]=2[CH:3]=1.[OH-].[K+].[F:19][C:20]([F:30])([F:29])[C:21]1[CH:26]=[CH:25][C:24]([CH:27]=[CH2:28])=[CH:23][N:22]=1.O. (2) Given the product [CH2:1]1[NH:6][CH2:5][CH2:4][N:3]2[C:7]3[CH:13]=[CH:12][C:11]([C:14]([O:16][CH2:22][CH3:23])=[O:15])=[CH:10][C:8]=3[N:9]=[C:2]12, predict the reactants needed to synthesize it. The reactants are: [CH2:1]1[NH:6][CH2:5][CH2:4][N:3]2[C:7]3[CH:13]=[CH:12][C:11]([C:14]([OH:16])=[O:15])=[CH:10][C:8]=3[N:9]=[C:2]12.S(=O)(=O)(O)O.[CH2:22](O)[CH3:23]. (3) Given the product [NH:12]1[C:13]2[CH:18]=[CH:17][CH:16]=[CH:15][C:14]=2[N:10]=[C:11]1[C:19]1[C:23]([NH:24][C:1](=[O:9])[C:2]2[CH:3]=[CH:4][CH:5]=[CH:6][CH:7]=2)=[CH:22][NH:21][N:20]=1, predict the reactants needed to synthesize it. The reactants are: [C:1]([OH:9])(=O)[C:2]1[CH:7]=[CH:6][CH:5]=[CH:4][CH:3]=1.[NH:10]1[C:14]2[CH:15]=[CH:16][CH:17]=[CH:18][C:13]=2[N:12]=[C:11]1[C:19]1[C:23]([NH2:24])=[CH:22][NH:21][N:20]=1.C(Cl)CCl.C1C=CC2N(O)N=NC=2C=1. (4) Given the product [N+:1]([C:4]1[CH:5]=[C:6]2[CH:12]=[C:11]([C:13]([OH:15])=[O:14])[NH:10][C:7]2=[N:8][CH:9]=1)([O-:3])=[O:2], predict the reactants needed to synthesize it. The reactants are: [N+:1]([C:4]1[CH:5]=[C:6]2[CH:12]=[C:11]([C:13]([O:15]C)=[O:14])[NH:10][C:7]2=[N:8][CH:9]=1)([O-:3])=[O:2].C(O)C.[OH-].[Li+].